From a dataset of Reaction yield outcomes from USPTO patents with 853,638 reactions. Predict the reaction yield, written as a fraction of the theoretical maximum amount of product (1.0 means a 100% yield; for example, 0.34 means a 34% yield). (1) The reactants are C([N:4]1[C:13]2[C:8](=[CH:9][CH:10]=[C:11]([C:14]3[S:15][C:16]([C:24]4[CH:29]=[CH:28][C:27]([O:30][CH3:31])=[CH:26][CH:25]=4)=[C:17]([C:19]([O:21]CC)=[O:20])[N:18]=3)[CH:12]=2)[CH2:7][CH2:6][CH2:5]1)(=O)C.[OH-].[K+].CO. The catalyst is O. The product is [CH3:31][O:30][C:27]1[CH:28]=[CH:29][C:24]([C:16]2[S:15][C:14]([C:11]3[CH:12]=[C:13]4[C:8]([CH2:7][CH2:6][CH2:5][NH:4]4)=[CH:9][CH:10]=3)=[N:18][C:17]=2[C:19]([OH:21])=[O:20])=[CH:25][CH:26]=1. The yield is 0.860. (2) The reactants are [CH3:1][C:2]1[CH:3]=[N:4][CH:5]=[CH:6][C:7]=1[NH:8][C:9](=[O:15])[O:10][C:11]([CH3:14])([CH3:13])[CH3:12].C([Li])CCC.[F:21][C:22]1[N:29]=[CH:28][CH:27]=[CH:26][C:23]=1[CH:24]=[O:25]. The catalyst is C1COCC1. The product is [F:21][C:22]1[C:23]([CH:24]([OH:25])[CH2:1][C:2]2[CH:3]=[N:4][CH:5]=[CH:6][C:7]=2[NH:8][C:9](=[O:15])[O:10][C:11]([CH3:12])([CH3:14])[CH3:13])=[CH:26][CH:27]=[CH:28][N:29]=1. The yield is 0.340. (3) The reactants are [H-].[Na+].[NH:3]1[CH:7]=[CH:6][CH:5]=[N:4]1.[Br:8][C:9]1[C:10]([CH3:23])=[C:11]([CH3:22])[C:12]2[O:16][C:15]([CH2:18]I)([CH3:17])[CH2:14][C:13]=2[C:20]=1[CH3:21].[Cl-].[NH4+]. The catalyst is C(OCC)(=O)C.CN(C=O)C. The product is [Br:8][C:9]1[C:10]([CH3:23])=[C:11]([CH3:22])[C:12]2[O:16][C:15]([CH2:17][N:3]3[CH:7]=[CH:6][CH:5]=[N:4]3)([CH3:18])[CH2:14][C:13]=2[C:20]=1[CH3:21]. The yield is 0.710.